From a dataset of Reaction yield outcomes from USPTO patents with 853,638 reactions. Predict the reaction yield, written as a fraction of the theoretical maximum amount of product (1.0 means a 100% yield; for example, 0.34 means a 34% yield). (1) The reactants are [CH:1]1([CH:5]=[C:6]2[CH2:15][CH2:14][C:13]3[CH:12]=[C:11]([C:16]([O:18]C)=[O:17])[CH:10]=[CH:9][C:8]=3[C:7]2=O)[CH2:4][CH2:3][CH2:2]1.Cl.[Cl:22][C:23]1[CH:30]=[C:29]([NH:31][NH2:32])[CH:28]=[CH:27][C:24]=1[C:25]#[N:26]. No catalyst specified. The product is [Cl:22][C:23]1[CH:30]=[C:29]([N:31]2[CH:5]([CH:1]3[CH2:4][CH2:3][CH2:2]3)[CH:6]3[C:7]([C:8]4[CH:9]=[CH:10][C:11]([C:16]([OH:18])=[O:17])=[CH:12][C:13]=4[CH2:14][CH2:15]3)=[N:32]2)[CH:28]=[CH:27][C:24]=1[C:25]#[N:26]. The yield is 0.650. (2) The reactants are [CH3:1][N:2]1[C:6]([C:7]([O:9][CH3:10])=[O:8])=[C:5]([C:11]([O:13][CH3:14])=[O:12])[N:4]=[CH:3]1.[Cl:15]N1C(C)(C)C(=O)N(Cl)C1=O.C(=O)(O)[O-].[Na+].C(OCC)(=O)C.CCCCCCC. The catalyst is CN(C=O)C. The product is [Cl:15][C:3]1[N:2]([CH3:1])[C:6]([C:7]([O:9][CH3:10])=[O:8])=[C:5]([C:11]([O:13][CH3:14])=[O:12])[N:4]=1. The yield is 0.737.